From a dataset of Peptide-MHC class II binding affinity with 134,281 pairs from IEDB. Regression. Given a peptide amino acid sequence and an MHC pseudo amino acid sequence, predict their binding affinity value. This is MHC class II binding data. (1) The peptide sequence is FSPELSDKYSYRLSG. The MHC is DRB1_0101 with pseudo-sequence DRB1_0101. The binding affinity (normalized) is 0.676. (2) The peptide sequence is NAEAIAKKLDRTFFT. The MHC is DRB1_0101 with pseudo-sequence DRB1_0101. The binding affinity (normalized) is 0.391. (3) The peptide sequence is CEICEKKPKVIYCQK. The MHC is DRB1_0101 with pseudo-sequence DRB1_0101. The binding affinity (normalized) is 0.521. (4) The MHC is DRB5_0101 with pseudo-sequence DRB5_0101. The peptide sequence is AILNLSIDSSVDR. The binding affinity (normalized) is 0. (5) The peptide sequence is AAILRRHIDLLVGSATLCSALY. The MHC is DRB1_0101 with pseudo-sequence DRB1_0101. The binding affinity (normalized) is 0. (6) The peptide sequence is VPRDLEVVAATPTSL. The MHC is DRB1_0802 with pseudo-sequence DRB1_0802. The binding affinity (normalized) is 0.523. (7) The peptide sequence is KFPELGMNPSHCNEM. The MHC is DRB1_1001 with pseudo-sequence DRB1_1001. The binding affinity (normalized) is 0.364. (8) The peptide sequence is QAGGKLCPNNLCCSQ. The MHC is HLA-DPA10201-DPB10101 with pseudo-sequence HLA-DPA10201-DPB10101. The binding affinity (normalized) is 0.0419.